The task is: Predict the product of the given reaction.. This data is from Forward reaction prediction with 1.9M reactions from USPTO patents (1976-2016). (1) Given the reactants C([O:4][C:5]1[C:12]([O:13][CH3:14])=[CH:11][CH:10]=[C:9]([Br:15])[C:6]=1[CH:7]=[O:8])(=O)C.C(=O)(O)[O-].[Na+], predict the reaction product. The product is: [OH:4][C:5]1[C:12]([O:13][CH3:14])=[CH:11][CH:10]=[C:9]([Br:15])[C:6]=1[CH:7]=[O:8]. (2) The product is: [CH3:14][S:15][C:16]1[C:17]([CH:25]=[O:26])=[N:18][CH:19]=[CH:20][CH:21]=1. Given the reactants CN(CCN(C)C)C.[Li]CCCC.[CH3:14][S:15][C:16]1[CH:17]=[N:18][CH:19]=[CH:20][CH:21]=1.CN([CH:25]=[O:26])C.C(=O)(O)[O-].[Na+], predict the reaction product.